Dataset: Full USPTO retrosynthesis dataset with 1.9M reactions from patents (1976-2016). Task: Predict the reactants needed to synthesize the given product. (1) Given the product [Cl:61][C:58]1[CH:59]=[CH:60][C:55]([C:35]2[CH:34]=[C:33]([F:32])[S:37][C:36]=2[CH2:38][O:39][C:40]2[CH:45]=[CH:44][C:43]([CH2:46][CH2:47][C:48]([OH:50])=[O:49])=[C:42]([CH3:53])[C:41]=2[CH3:54])=[CH:56][CH:57]=1, predict the reactants needed to synthesize it. The reactants are: ClC1C=CC(C2C=C(F)SC=2CO)=CC=1.OC1C=CC(CCC(OCC)=O)=C(C)C=1C.[F:32][C:33]1[S:37][C:36]([CH2:38][O:39][C:40]2[CH:45]=[CH:44][C:43]([CH2:46][CH2:47][C:48]([O:50]CC)=[O:49])=[C:42]([CH3:53])[C:41]=2[CH3:54])=[C:35]([C:55]2[CH:60]=[CH:59][C:58]([Cl:61])=[CH:57][CH:56]=2)[CH:34]=1. (2) Given the product [Br-:7].[CH2:8]([N+:4]1[CH:5]=[CH:6][N:2]([CH3:1])[CH:3]=1)[CH2:9][CH2:10][CH2:11][CH2:12][CH3:13], predict the reactants needed to synthesize it. The reactants are: [CH3:1][N:2]1[CH:6]=[CH:5][N:4]=[CH:3]1.[Br:7][CH2:8][CH2:9][CH2:10][CH2:11][CH2:12][CH3:13]. (3) The reactants are: [NH:1]1[CH2:5][CH2:4][C@H:3]([NH:6][C:7](=[O:15])[O:8][C@@H:9]([CH3:14])[C:10]([F:13])([F:12])[F:11])[CH2:2]1.Cl[C:17]1[N:22]=[C:21]([NH:23][C:24]2[CH:28]=[CH:27][NH:26][N:25]=2)[CH:20]=[C:19]([CH3:29])[N:18]=1.CCN(C(C)C)C(C)C. Given the product [CH3:29][C:19]1[CH:20]=[C:21]([NH:23][C:24]2[CH:28]=[CH:27][NH:26][N:25]=2)[N:22]=[C:17]([N:1]2[CH2:5][CH2:4][C@H:3]([NH:6][C:7](=[O:15])[O:8][C@@H:9]([CH3:14])[C:10]([F:13])([F:11])[F:12])[CH2:2]2)[N:18]=1, predict the reactants needed to synthesize it. (4) Given the product [CH:27]1([CH2:26][N:18]2[CH:17]=[CH:16][C:15]3[C:20](=[CH:21][CH:22]=[C:13]([C:8]4[CH:7]=[C:6]([CH:11]=[CH:10][C:9]=4[CH3:12])[C:5]([NH:4][CH:1]4[CH2:2][CH2:3]4)=[O:24])[CH:14]=3)[C:19]2=[O:23])[CH2:30][CH2:29][CH2:28]1, predict the reactants needed to synthesize it. The reactants are: [CH:1]1([NH:4][C:5](=[O:24])[C:6]2[CH:11]=[CH:10][C:9]([CH3:12])=[C:8]([C:13]3[CH:14]=[C:15]4[C:20](=[CH:21][CH:22]=3)[C:19](=[O:23])[NH:18][CH:17]=[CH:16]4)[CH:7]=2)[CH2:3][CH2:2]1.Br[CH2:26][CH:27]1[CH2:30][CH2:29][CH2:28]1. (5) Given the product [CH3:1][N:2]1[C:3]2[CH:8]=[CH:7][C:6]([O:9][C:10]3[CH:15]=[CH:14][C:13]([NH2:16])=[CH:12][CH:11]=3)=[CH:5][C:4]=2[N:19]=[C:27]1[NH:26][C:24](=[O:25])[O:23][CH3:22], predict the reactants needed to synthesize it. The reactants are: [CH3:1][NH:2][C:3]1[CH:8]=[CH:7][C:6]([O:9][C:10]2[CH:15]=[CH:14][C:13]([N+:16]([O-])=O)=[CH:12][CH:11]=2)=[CH:5][C:4]=1[N+:19]([O-])=O.[CH3:22][O:23][C:24]([NH:26][C:27](=NC(OC)=O)SC)=[O:25]. (6) Given the product [CH2:94]([N:20]([CH2:10][CH2:11][CH3:12])[C:21]([C:22]1[CH:23]=[C:24]([CH:25]=[CH:26][CH:27]=1)[C:29]([OH:31])=[O:30])=[O:33])[CH2:51][CH3:52], predict the reactants needed to synthesize it. The reactants are: [Si](O[C@H]([C@H]1C[C@@H](OCCC)CN1C(OC(C)(C)C)=O)[C@@H:10]([NH:20][C:21](=[O:33])[C:22]1[CH:27]=[C:26](C)[CH:25]=[C:24]([C:29]([O:31]C)=[O:30])[CH:23]=1)[CH2:11][C:12]1C=C(F)C=C(F)C=1)(C(C)(C)C)(C)C.Br[C:51]1[CH:52]=C(C=C(C(OC)=O)[CH:94]=1)C(N[C@@H](CC1C=C(F)C=C(F)C=1)[C@@H]([C@H]1C[C@@H](OCCC)CN1C(OC(C)(C)C)=O)O[Si](C(C)(C)C)(C)C)=O.C(=O)([O-])[O-].[K+].[K+].CB1OB(C)OB(C)O1. (7) The reactants are: Cl.C[O:3][C:4](=[O:14])[C@H:5]([CH2:7][C:8]1[CH:13]=[CH:12][CH:11]=[CH:10][CH:9]=1)[NH2:6].O.[C:16](=[O:19])([O-])[O-:17].[Na+].[Na+].C(OC(OO[C:26]([CH3:29])([CH3:28])[CH3:27])=O)(OO[C:26]([CH3:29])([CH3:28])[CH3:27])=O. Given the product [C:26]([O:17][C:16]([NH:6][C@H:5]([C:4]([OH:3])=[O:14])[CH2:7][C:8]1[CH:13]=[CH:12][CH:11]=[CH:10][CH:9]=1)=[O:19])([CH3:29])([CH3:28])[CH3:27], predict the reactants needed to synthesize it. (8) The reactants are: [NH2:1][C:2]1[CH:7]=[CH:6][C:5]([F:8])=[CH:4][N:3]=1.[CH:9]([C:11]1[CH:19]=[CH:18][CH:17]=[CH:16][C:12]=1[C:13]([OH:15])=[O:14])=O.[CH3:20][C:21]1[CH:26]=[CH:25][CH:24]=[C:23]([CH3:27])[C:22]=1[N+:28]#[C-:29].Cl(O)(=O)(=O)=O. Given the product [CH3:20][C:21]1[CH:26]=[CH:25][CH:24]=[C:23]([CH3:27])[C:22]=1[NH:28][C:29]1[N:3]2[CH:4]=[C:5]([F:8])[CH:6]=[CH:7][C:2]2=[N:1][C:9]=1[C:11]1[CH:19]=[CH:18][CH:17]=[CH:16][C:12]=1[C:13]([OH:15])=[O:14], predict the reactants needed to synthesize it. (9) The reactants are: [CH3:1][C:2]1[CH:19]=[CH:18][C:5]2=[C:6]3[C:11](=[C:12]([NH2:14])[N:13]=[C:4]2[CH:3]=1)[N:10]=[CH:9][C:8](/[CH:15]=[CH:16]/[CH3:17])=[CH:7]3.[H][H]. Given the product [CH3:1][C:2]1[CH:19]=[CH:18][C:5]2=[C:6]3[C:11](=[C:12]([NH2:14])[N:13]=[C:4]2[CH:3]=1)[N:10]=[CH:9][C:8]([CH2:15][CH2:16][CH3:17])=[CH:7]3, predict the reactants needed to synthesize it.